From a dataset of Catalyst prediction with 721,799 reactions and 888 catalyst types from USPTO. Predict which catalyst facilitates the given reaction. (1) Reactant: [C:1]([C:4]1[CH:12]=[CH:11][C:7]([C:8]([OH:10])=O)=[CH:6][CH:5]=1)(=[O:3])[CH3:2].[F:13][C:14]([F:24])([F:23])[O:15][C:16]1[CH:22]=[CH:21][C:19]([NH2:20])=[CH:18][CH:17]=1.CN(C(ON1N=NC2C=CC=NC1=2)=[N+](C)C)C.F[P-](F)(F)(F)(F)F. Product: [C:1]([C:4]1[CH:5]=[CH:6][C:7]([C:8]([NH:20][C:19]2[CH:21]=[CH:22][C:16]([O:15][C:14]([F:13])([F:23])[F:24])=[CH:17][CH:18]=2)=[O:10])=[CH:11][CH:12]=1)(=[O:3])[CH3:2]. The catalyst class is: 10. (2) Reactant: C([O:3][C:4](=O)[CH2:5][CH:6]1[S:10][C:9]([C:11]2[NH:12][C:13]3[C:18]([CH:19]=2)=[CH:17][CH:16]=[CH:15][C:14]=3[N:20]([S:22]([C:25]2[CH:30]=[CH:29][CH:28]=[CH:27][C:26]=2[O:31][CH3:32])(=[O:24])=[O:23])[CH3:21])=[N:8][CH2:7]1)C.[BH4-].[Li+].O1CCCC1.C(O)(=O)CC(CC(O)=O)(C(O)=O)O. Product: [OH:3][CH2:4][CH2:5][CH:6]1[S:10][C:9]([C:11]2[NH:12][C:13]3[C:18]([CH:19]=2)=[CH:17][CH:16]=[CH:15][C:14]=3[N:20]([CH3:21])[S:22]([C:25]2[CH:30]=[CH:29][CH:28]=[CH:27][C:26]=2[O:31][CH3:32])(=[O:24])=[O:23])=[N:8][CH2:7]1. The catalyst class is: 5. (3) Product: [N:37]1([C:36]2[CH:35]=[CH:34][NH:33][C:32]=2[C:30]([O:29][CH2:27][CH3:28])=[O:31])[CH:3]=[CH:7][CH:6]=[CH:5]1. Reactant: CO[CH:3]1[CH2:7][CH2:6][CH:5](OC)O1.CC1C=CC(S([O-])(=O)=O)=CC=1.C1C=C[NH+]=CC=1.[CH2:27]([O:29][C:30]([C:32]1[NH:33][CH:34]=[CH:35][C:36]=1[NH2:37])=[O:31])[CH3:28]. The catalyst class is: 12. (4) Reactant: [NH2:1][C:2]1[CH:3]=[C:4]([CH:29]=[CH:30][CH:31]=1)[C:5]([NH:7][C:8]1[C:13]([CH3:14])=[CH:12][C:11]([C:15]([C:21]2[CH:26]=[CH:25][C:24]([F:27])=[CH:23][CH:22]=2)([OH:20])[C:16]([F:19])([F:18])[F:17])=[CH:10][C:9]=1[CH3:28])=[O:6].[C:32](Cl)(=[O:39])[C:33]1[CH:38]=[CH:37][CH:36]=[CH:35][CH:34]=1.N1C=CC=CC=1. Product: [C:32]([NH:1][C:2]1[CH:3]=[C:4]([CH:29]=[CH:30][CH:31]=1)[C:5]([NH:7][C:8]1[C:13]([CH3:14])=[CH:12][C:11]([C:15]([C:21]2[CH:26]=[CH:25][C:24]([F:27])=[CH:23][CH:22]=2)([OH:20])[C:16]([F:17])([F:18])[F:19])=[CH:10][C:9]=1[CH3:28])=[O:6])(=[O:39])[C:33]1[CH:38]=[CH:37][CH:36]=[CH:35][CH:34]=1. The catalyst class is: 4. (5) Reactant: Cl.[C:2](Cl)(=[O:9])[C:3]1[CH:8]=[CH:7][N:6]=[CH:5][CH:4]=1.C(N(CC)CC)C.ClCCl.[NH2:21][C:22]1[CH:27]=[C:26]([C:28]([F:31])([F:30])[F:29])[CH:25]=[CH:24][C:23]=1[N:32]([CH2:35][CH3:36])[CH2:33][CH3:34]. Product: [CH2:35]([N:32]([CH2:33][CH3:34])[C:23]1[CH:24]=[CH:25][C:26]([C:28]([F:30])([F:29])[F:31])=[CH:27][C:22]=1[NH:21][C:2](=[O:9])[C:3]1[CH:8]=[CH:7][N:6]=[CH:5][CH:4]=1)[CH3:36]. The catalyst class is: 6. (6) Reactant: [CH2:1]([N:8]1[CH:13]2[CH2:14][CH2:15][CH:9]1[CH2:10][NH:11][CH2:12]2)[C:2]1[CH:7]=[CH:6][CH:5]=[CH:4][CH:3]=1.C(N(CC)CC)C.[F:23][C:24]([F:35])([F:34])[C:25](O[C:25](=[O:26])[C:24]([F:35])([F:34])[F:23])=[O:26]. Product: [CH2:1]([N:8]1[CH:13]2[CH2:14][CH2:15][CH:9]1[CH2:10][N:11]([C:25](=[O:26])[C:24]([F:35])([F:34])[F:23])[CH2:12]2)[C:2]1[CH:3]=[CH:4][CH:5]=[CH:6][CH:7]=1. The catalyst class is: 4. (7) Reactant: [F:1][C:2]1[CH:19]=[C:18]([I:20])[CH:17]=[CH:16][C:3]=1[NH:4][C:5]1[C:6]([C:13]([OH:15])=O)=[CH:7][N:8]([CH3:12])[C:9](=[O:11])[CH:10]=1.C1N=CN(C(N2C=NC=C2)=O)C=1.[NH2:33][CH:34]([CH3:37])[CH2:35][OH:36]. Product: [F:1][C:2]1[CH:19]=[C:18]([I:20])[CH:17]=[CH:16][C:3]=1[NH:4][C:5]1[C:6]([C:13]([NH:33][CH:34]([CH3:37])[CH2:35][OH:36])=[O:15])=[CH:7][N:8]([CH3:12])[C:9](=[O:11])[CH:10]=1. The catalyst class is: 118. (8) Reactant: [C:1](#[N:3])[CH3:2].C([Li])CCC.Br[C:10]1[CH:15]=[CH:14][C:13]([CH3:16])=[CH:12][N:11]=1. Product: [CH3:16][C:13]1[CH:14]=[CH:15][C:10]([CH2:2][C:1]#[N:3])=[N:11][CH:12]=1. The catalyst class is: 1. (9) Reactant: [CH3:1][O:2][C:3]1[C:13]([N+:14]([O-:16])=[O:15])=[CH:12][C:6]2[CH2:7][CH2:8][NH:9][CH2:10][CH2:11][C:5]=2[CH:4]=1.Cl.[CH3:18][N:19]([CH2:21][C:22](Cl)=[O:23])[CH3:20].C(N(CC)CC)C. Product: [CH3:18][N:19]([CH3:20])[CH2:21][C:22]([N:9]1[CH2:10][CH2:11][C:5]2[CH:4]=[C:3]([O:2][CH3:1])[C:13]([N+:14]([O-:16])=[O:15])=[CH:12][C:6]=2[CH2:7][CH2:8]1)=[O:23]. The catalyst class is: 4.